Dataset: CYP2C19 inhibition data for predicting drug metabolism from PubChem BioAssay. Task: Regression/Classification. Given a drug SMILES string, predict its absorption, distribution, metabolism, or excretion properties. Task type varies by dataset: regression for continuous measurements (e.g., permeability, clearance, half-life) or binary classification for categorical outcomes (e.g., BBB penetration, CYP inhibition). Dataset: cyp2c19_veith. (1) The compound is COC(=O)C/C=C\[C@H](C)[C@@H](OCc1ccccc1Br)C(C)C. The result is 0 (non-inhibitor). (2) The drug is CCCCSCc1nc2nc(Cl)c(Cl)nc2[nH]1. The result is 1 (inhibitor). (3) The compound is O=c1c(CCc2ccccc2)nc2cnc(N3CCNCC3)nc2n1-c1ccccc1. The result is 1 (inhibitor). (4) The result is 0 (non-inhibitor). The drug is CC(C)NC(=O)N1CCC2(CC1)CCN(S(=O)(=O)c1ccccc1)CC2.